From a dataset of Catalyst prediction with 721,799 reactions and 888 catalyst types from USPTO. Predict which catalyst facilitates the given reaction. (1) Reactant: FC(F)(F)C([N:5]([CH2:15][CH:16]1[CH2:21][CH2:20][N:19]([S:22]([CH3:25])(=[O:24])=[O:23])[CH2:18][CH2:17]1)[C@@H:6]1[CH2:8][C@H:7]1[C:9]1[CH:14]=[CH:13][CH:12]=[CH:11][CH:10]=1)=O.[OH-].[K+]. Product: [CH3:25][S:22]([N:19]1[CH2:20][CH2:21][CH:16]([CH2:15][NH:5][C@@H:6]2[CH2:8][C@H:7]2[C:9]2[CH:14]=[CH:13][CH:12]=[CH:11][CH:10]=2)[CH2:17][CH2:18]1)(=[O:24])=[O:23]. The catalyst class is: 24. (2) Reactant: [C:1]([C:3]1[N:8]=[CH:7][C:6]([S:9]([CH:12]2[CH2:17][CH2:16][N:15]([C:18]([O:20][C:21]([CH3:24])([CH3:23])[CH3:22])=[O:19])[CH2:14][CH2:13]2)(=[O:11])=[O:10])=[CH:5][CH:4]=1)#[N:2].[OH-].[NH4+].[H][H]. Product: [NH2:2][CH2:1][C:3]1[N:8]=[CH:7][C:6]([S:9]([CH:12]2[CH2:13][CH2:14][N:15]([C:18]([O:20][C:21]([CH3:24])([CH3:23])[CH3:22])=[O:19])[CH2:16][CH2:17]2)(=[O:10])=[O:11])=[CH:5][CH:4]=1. The catalyst class is: 94. (3) Reactant: [Cl:1][C:2]1[CH:7]=[C:6]2[NH:8][C:9](=[O:32])[C:10]3([CH:15]([C:16]4[CH:21]=[C:20]([F:22])[CH:19]=[CH:18][C:17]=4[CH3:23])[CH2:14][C:13](=[O:24])[NH:12][CH:11]3[C:25]3[CH:30]=[CH:29][CH:28]=[C:27]([Cl:31])[CH:26]=3)[C:5]2=[CH:4][CH:3]=1.[CH3:33][O:34][CH:35]([Si:37]([CH3:40])([CH3:39])[CH3:38])[CH3:36].[H-].[Li+].[C:43]([O:47][C:48](=[O:53])[NH:49][CH2:50][CH2:51]Br)([CH3:46])([CH3:45])[CH3:44]. Product: [C:43]([O:47][C:48]([NH:49][CH2:50][CH2:51][N:12]1[C:13](=[O:24])[CH2:14][CH:15]([C:16]2[CH:21]=[C:20]([F:22])[CH:19]=[CH:18][C:17]=2[CH3:23])[C:10]2([C:5]3[C:6](=[CH:7][C:2]([Cl:1])=[CH:3][CH:4]=3)[NH:8][C:9]2=[O:32])[CH:11]1[C:25]1[CH:30]=[CH:29][CH:28]=[C:27]([Cl:31])[CH:26]=1)=[O:53])([CH3:46])([CH3:45])[CH3:44].[CH3:33][O:34][CH:35]([Si:37]([CH3:40])([CH3:39])[CH3:38])[CH3:36]. The catalyst class is: 9. (4) Reactant: C([O:3][C:4]([C:6]1[C:7]([F:17])=[CH:8][C:9]2[S:14][CH2:13][C:12](=[O:15])[NH:11][C:10]=2[CH:16]=1)=[O:5])C.[OH-].[Na+].Cl. Product: [F:17][C:7]1[C:6]([C:4]([OH:5])=[O:3])=[CH:16][C:10]2[NH:11][C:12](=[O:15])[CH2:13][S:14][C:9]=2[CH:8]=1. The catalyst class is: 1.